From a dataset of Full USPTO retrosynthesis dataset with 1.9M reactions from patents (1976-2016). Predict the reactants needed to synthesize the given product. (1) Given the product [CH2:53]([N:28]([CH2:18][CH2:19][CH3:20])[C:29]([C:31]1[CH:32]=[C:33]([CH:37]=[CH:38][CH:39]=1)[C:34]([OH:36])=[O:35])=[O:30])[CH2:52][CH3:54], predict the reactants needed to synthesize it. The reactants are: C(OC(N1C[C@H](OCCC)C[C@@H]1[C@@H](O[Si](C(C)(C)C)(C)C)[C@@H:18]([NH:28][C:29]([C:31]1[CH:32]=[C:33]([CH:37]=[C:38](C)[CH:39]=1)[C:34]([OH:36])=[O:35])=[O:30])[CH2:19][C:20]1C=C(F)C=C(F)C=1)=O)(C)(C)C.[Si](O[C@H]([C@H]1C[C@@H](OCCC)CN1C(OC(C)(C)C)=O)[C@@H](NC(=O)C1C=C(C)C=C(C(OC)=O)C=1)CC1C=C(F)C=C(F)C=1)([C:52](C)([CH3:54])[CH3:53])(C)C.[Li+].[OH-].CO. (2) Given the product [CH3:1][O:2][C:3](=[O:12])[C:4]1[CH:9]=[CH:8][C:7]([NH:10][CH2:18][C:17]2[CH:20]=[CH:21][C:14]([Br:13])=[CH:15][CH:16]=2)=[CH:6][C:5]=1[OH:11], predict the reactants needed to synthesize it. The reactants are: [CH3:1][O:2][C:3](=[O:12])[C:4]1[CH:9]=[CH:8][C:7]([NH2:10])=[CH:6][C:5]=1[OH:11].[Br:13][C:14]1[CH:21]=[CH:20][C:17]([CH:18]=O)=[CH:16][CH:15]=1.[BH-](OC(C)=O)(OC(C)=O)OC(C)=O.[Na+].C([O-])(O)=O.[Na+]. (3) Given the product [CH3:1][C:2]1[C:7]([CH3:8])=[CH:6][CH:5]=[CH:4][C:3]=1[CH2:9][CH2:10][C:11]1[CH:23]=[CH:22][C:14]([C:15]([OH:17])=[O:16])=[C:13]([NH:24][C:25]2[CH:30]=[CH:29][C:28]([F:31])=[CH:27][CH:26]=2)[CH:12]=1, predict the reactants needed to synthesize it. The reactants are: [CH3:1][C:2]1[C:7]([CH3:8])=[CH:6][CH:5]=[CH:4][C:3]=1/[CH:9]=[CH:10]/[C:11]1[CH:23]=[CH:22][C:14]([C:15]([O:17]C(C)(C)C)=[O:16])=[C:13]([NH:24][C:25]2[CH:30]=[CH:29][C:28]([F:31])=[CH:27][CH:26]=2)[CH:12]=1.C(OCC)(=O)C. (4) Given the product [CH2:28]([N:14]1[C:15]2[C:20](=[CH:19][CH:18]=[C:17]([O:24][CH:25]([CH3:27])[CH3:26])[CH:16]=2)[C:21]([C:22]#[N:23])=[C:13]1[C:10]1[CH:11]=[CH:12][C:7]([N:6]2[CH2:2][CH2:3][O:4][C:5]2=[O:30])=[CH:8][CH:9]=1)[CH3:29], predict the reactants needed to synthesize it. The reactants are: Cl[CH2:2][CH2:3][O:4][C:5](=[O:30])[NH:6][C:7]1[CH:12]=[CH:11][C:10]([C:13]2[N:14]([CH2:28][CH3:29])[C:15]3[C:20]([C:21]=2[C:22]#[N:23])=[CH:19][CH:18]=[C:17]([O:24][CH:25]([CH3:27])[CH3:26])[CH:16]=3)=[CH:9][CH:8]=1.C([O-])([O-])=O.[K+].[K+].O. (5) Given the product [OH:9][CH:10]([CH2:32][O:33][P:34]([OH:36])([OH:37])=[O:35])[CH2:11][NH:12][C:13](=[O:31])[CH2:14][CH2:15][CH2:16][CH2:17][CH2:18][CH2:19][CH2:20]/[CH:21]=[CH:22]\[CH2:23][CH2:24][CH2:25][CH2:26][CH2:27][CH2:28][CH2:29][CH3:30], predict the reactants needed to synthesize it. The reactants are: C([O:9][CH:10]([CH2:32][O:33][P:34]([OH:37])([OH:36])=[O:35])[CH2:11][NH:12][C:13](=[O:31])[CH2:14][CH2:15][CH2:16][CH2:17][CH2:18][CH2:19][CH2:20]/[CH:21]=[CH:22]\[CH2:23][CH2:24][CH2:25][CH2:26][CH2:27][CH2:28][CH2:29][CH3:30])(=O)C1C=CC=CC=1.[OH-].[Na+]. (6) Given the product [NH2:11][C:9]1[N:8]=[CH:7][N:6]=[C:5]2[N:4]([C@@H:12]3[CH2:16][CH2:15][N:14]([C:26](=[O:27])/[CH:25]=[CH:24]/[CH2:23][N:22]([CH:18]4[CH2:21][CH2:20][CH2:19]4)[CH3:29])[CH2:13]3)[N:3]=[C:2]([I:1])[C:10]=12, predict the reactants needed to synthesize it. The reactants are: [I:1][C:2]1[C:10]2[C:5](=[N:6][CH:7]=[N:8][C:9]=2[NH2:11])[N:4]([C@@H:12]2[CH2:16][CH2:15][NH:14][CH2:13]2)[N:3]=1.Cl.[CH:18]1([N:22]([CH3:29])[CH2:23]/[CH:24]=[CH:25]/[C:26](O)=[O:27])[CH2:21][CH2:20][CH2:19]1.CCN(C(C)C)C(C)C.CN(C(ON1N=NC2C=CC=CC1=2)=[N+](C)C)C.F[P-](F)(F)(F)(F)F.